From a dataset of Catalyst prediction with 721,799 reactions and 888 catalyst types from USPTO. Predict which catalyst facilitates the given reaction. Reactant: [CH-:1]1[CH:5]=[CH:4][CH:3]=[CH:2]1.[CH-:6]1[CH:10]=[CH:9][CH:8]=[CH:7]1.[Fe+2:11].[Cl:12][C:13]1[CH:21]=[CH:20][CH:19]=[CH:18][C:14]=1[C:15](Cl)=[O:16].C(Cl)Cl.[Al+3].[Cl-].[Cl-].[Cl-]. Product: [Cl:12][C:13]1[CH:21]=[CH:20][CH:19]=[CH:18][C:14]=1[C:15]([C-:1]1[CH:5]=[CH:4][CH:3]=[CH:2]1)=[O:16].[CH-:6]1[CH:10]=[CH:9][CH:8]=[CH:7]1.[Fe+2:11]. The catalyst class is: 6.